Dataset: Full USPTO retrosynthesis dataset with 1.9M reactions from patents (1976-2016). Task: Predict the reactants needed to synthesize the given product. (1) Given the product [CH2:19]([N:26]1[CH2:35][CH2:34][C:33]2[C:32]([C:13]3[CH:14]=[CH:15][CH:16]=[CH:17][CH:18]=3)=[N:31][C:30]([CH3:37])=[N:29][C:28]=2[CH2:27]1)[C:20]1[CH:21]=[CH:22][CH:23]=[CH:24][CH:25]=1, predict the reactants needed to synthesize it. The reactants are: [C:13]1(PCCCCP[C:13]2[CH:18]=[CH:17][CH:16]=[CH:15][CH:14]=2)[CH:18]=[CH:17][CH:16]=[CH:15][CH:14]=1.[CH2:19]([N:26]1[CH2:35][CH2:34][C:33]2[C:32](Cl)=[N:31][C:30]([CH3:37])=[N:29][C:28]=2[CH2:27]1)[C:20]1[CH:25]=[CH:24][CH:23]=[CH:22][CH:21]=1.C1(B(O)O)C=CC=CC=1.C(=O)([O-])[O-].[Na+].[Na+]. (2) The reactants are: [C:1]([C:3]1[CH:4]=[CH:5][C:6]([O:26][CH3:27])=[C:7]([S:9]([NH:12][CH2:13][CH2:14][C:15]2[CH:20]=[CH:19][C:18]([OH:21])=[CH:17][C:16]=2[O:22][CH2:23][O:24][CH3:25])(=[O:11])=[O:10])[CH:8]=1)#[N:2].[F:28][C:29]([F:42])([F:41])[S:30](O[S:30]([C:29]([F:42])([F:41])[F:28])(=[O:32])=[O:31])(=[O:32])=[O:31]. Given the product [F:28][C:29]([F:42])([F:41])[S:30]([O:21][C:18]1[CH:19]=[CH:20][C:15]([CH2:14][CH2:13][NH:12][S:9]([C:7]2[CH:8]=[C:3]([C:1]#[N:2])[CH:4]=[CH:5][C:6]=2[O:26][CH3:27])(=[O:10])=[O:11])=[C:16]([O:22][CH2:23][O:24][CH3:25])[CH:17]=1)(=[O:32])=[O:31], predict the reactants needed to synthesize it. (3) The reactants are: I[C:2]1[CH:7]=[CH:6][CH:5]=[CH:4][C:3]=1[N+:8]([O-])=O.[NH:11]1[CH2:15][CH2:14][CH2:13][C:12]1=O.CNCCN.P([O-])([O-])([O-])=O.[K+].[K+].[K+]. Given the product [CH2:15]1[N:11]2[C:2]3[CH:7]=[CH:6][CH:5]=[CH:4][C:3]=3[N:8]=[C:12]2[CH2:13][CH2:14]1, predict the reactants needed to synthesize it. (4) Given the product [CH:2]1([CH2:1][N:5]2[C:9]3[CH:10]=[C:11]([C:14]4[NH:18][N:17]=[CH:16][CH:15]=4)[CH:12]=[CH:13][C:8]=3[N:7]=[CH:6]2)[CH2:4][CH2:21][CH2:20][CH2:35][CH2:3]1, predict the reactants needed to synthesize it. The reactants are: [CH2:1]([N:5]1[C:9]2[CH:10]=[C:11]([C:14]3[NH:18][N:17]=[CH:16][CH:15]=3)[CH:12]=[CH:13][C:8]=2[N:7]=[CH:6]1)[CH:2]([CH3:4])[CH3:3].Br[C:20]1[CH:21]=CC2N=CN(CC3CCCCC3)C=2[CH:35]=1.